Dataset: Full USPTO retrosynthesis dataset with 1.9M reactions from patents (1976-2016). Task: Predict the reactants needed to synthesize the given product. (1) Given the product [CH:1]1([NH:7][C:8]([NH:10][CH2:11][CH2:12][CH2:13][N:14]2[CH2:18][CH2:17][CH2:16][CH2:15]2)=[O:9])[CH2:6][CH2:5][CH2:4][CH2:3][CH2:2]1, predict the reactants needed to synthesize it. The reactants are: [CH:1]1([N:7]=[C:8]=[O:9])[CH2:6][CH2:5][CH2:4][CH2:3][CH2:2]1.[NH2:10][CH2:11][CH2:12][CH2:13][N:14]1[CH2:18][CH2:17][CH2:16][CH2:15]1. (2) Given the product [CH:9]([C:13]1[C:14](=[O:15])[NH:6][C:5]2[C:7]([C:19]=1[OH:20])=[CH:8][C:2]([Cl:1])=[CH:3][CH:4]=2)([CH2:11][CH3:12])[CH3:10], predict the reactants needed to synthesize it. The reactants are: [Cl:1][C:2]1[CH:8]=[CH:7][C:5]([NH2:6])=[CH:4][CH:3]=1.[CH:9]([CH:13]([C:19](OCC)=[O:20])[C:14](OCC)=[O:15])([CH2:11][CH3:12])[CH3:10]. (3) Given the product [CH:9]1([C:12]2[C:13]([C:23]3[CH:28]=[CH:27][C:26]([F:29])=[CH:25][CH:24]=3)=[C:14]([I:1])[C:15]([OH:22])=[C:16]([C:18]([O:20][CH3:21])=[O:19])[CH:17]=2)[CH2:11][CH2:10]1, predict the reactants needed to synthesize it. The reactants are: [I:1]N1C(=O)CCC1=O.[CH:9]1([C:12]2[CH:17]=[C:16]([C:18]([O:20][CH3:21])=[O:19])[C:15]([OH:22])=[CH:14][C:13]=2[C:23]2[CH:28]=[CH:27][C:26]([F:29])=[CH:25][CH:24]=2)[CH2:11][CH2:10]1.O.C(OCC)(=O)C. (4) Given the product [C:1]([NH:5][S:13]([C:9]1[S:8][C:7]([Cl:6])=[N:11][C:10]=1[CH3:12])(=[O:15])=[O:14])([CH3:4])([CH3:3])[CH3:2], predict the reactants needed to synthesize it. The reactants are: [C:1]([NH2:5])([CH3:4])([CH3:3])[CH3:2].[Cl:6][C:7]1[S:8][C:9]([S:13](Cl)(=[O:15])=[O:14])=[C:10]([CH3:12])[N:11]=1.